Dataset: Full USPTO retrosynthesis dataset with 1.9M reactions from patents (1976-2016). Task: Predict the reactants needed to synthesize the given product. (1) Given the product [CH2:18]([C:20]1[CH:25]=[CH:24][CH:23]=[CH:22][C:21]=1[N:15]1[C:13]2=[N:14][C:9]([OH:8])=[CH:10][CH:11]=[C:12]2[N:17]=[CH:16]1)[CH3:19], predict the reactants needed to synthesize it. The reactants are: C([O:8][C:9]1[N:14]=[C:13]2[NH:15][CH:16]=[N:17][C:12]2=[CH:11][CH:10]=1)C1C=CC=CC=1.[CH2:18]([C:20]1[CH:25]=[CH:24][CH:23]=[CH:22][C:21]=1B(O)O)[CH3:19]. (2) Given the product [CH2:20]([N:14]1[C:15](=[O:19])[C@H:16]([NH:18][C:30]([N:64]2[CH2:65][CH2:66][CH:61]([N:60]3[CH2:59][C:58]4[C:53](=[CH:54][CH:55]=[CH:56][CH:57]=4)[NH:52][C:51]3=[O:50])[CH2:62][CH2:63]2)=[O:31])[CH2:17][C:11]2[CH:10]=[C:9]([CH3:28])[C:8]([NH:7][C:6](=[O:29])[O:5][C:1]([CH3:4])([CH3:3])[CH3:2])=[CH:27][C:12]=2[CH2:13]1)[C:21]1[CH:22]=[CH:23][CH:24]=[CH:25][CH:26]=1, predict the reactants needed to synthesize it. The reactants are: [C:1]([O:5][C:6](=[O:29])[NH:7][C:8]1[C:9]([CH3:28])=[CH:10][C:11]2[CH2:17][C@@H:16]([NH2:18])[C:15](=[O:19])[N:14]([CH2:20][C:21]3[CH:26]=[CH:25][CH:24]=[CH:23][CH:22]=3)[CH2:13][C:12]=2[CH:27]=1)([CH3:4])([CH3:3])[CH3:2].[C:30](=O)(O)[O-:31].[Na+].C(Cl)(Cl)=O.C1(C)C=CC=CC=1.C(O)(=O)C.[O:50]=[C:51]1[N:60]([CH:61]2[CH2:66][CH2:65][NH:64][CH2:63][CH2:62]2)[CH2:59][C:58]2[C:53](=[CH:54][CH:55]=[CH:56][CH:57]=2)[NH:52]1. (3) Given the product [NH2:1][C:2]1[CH:10]=[CH:9][CH:8]=[CH:7][C:3]=1[C:4](=[S:20])[NH2:6], predict the reactants needed to synthesize it. The reactants are: [NH2:1][C:2]1[CH:10]=[CH:9][CH:8]=[CH:7][C:3]=1[C:4]([NH2:6])=O.COC1C=CC(P2(=S)SP(C3C=CC(OC)=CC=3)(=S)[S:20]2)=CC=1.